From a dataset of Forward reaction prediction with 1.9M reactions from USPTO patents (1976-2016). Predict the product of the given reaction. (1) Given the reactants [C:1]1([N:7]([C:14]2[S:15][CH:16]=[CH:17][CH:18]=2)[C:8]2[CH:13]=[CH:12][CH:11]=[CH:10][CH:9]=2)[CH:6]=[CH:5][CH:4]=[CH:3][CH:2]=1.C([Sn](CCCC)(CCCC)C1SC(N(C2C=CC=CC=2)C2C=CC=CC=2)=CC=1)CCC.C1C2NC3C(=CC=CC=3)C=2C=CC=1.C1(NC2C=CC=CC=2)C=CC=CC=1, predict the reaction product. The product is: [S:15]1[CH:16]=[CH:17][CH:18]=[C:14]1[N:7]1[C:1]2[CH:2]=[CH:3][CH:4]=[CH:5][C:6]=2[C:13]2[C:8]1=[CH:9][CH:10]=[CH:11][CH:12]=2. (2) Given the reactants [N:1]1[C:10]2[C:5](=[CH:6][CH:7]=[C:8]([C:11]([O:13][CH3:14])=[O:12])[CH:9]=2)[CH:4]=[CH:3][CH:2]=1, predict the reaction product. The product is: [NH:1]1[C:10]2[C:5](=[CH:6][CH:7]=[C:8]([C:11]([O:13][CH3:14])=[O:12])[CH:9]=2)[CH2:4][CH2:3][CH2:2]1. (3) Given the reactants Br[C:2]1[CH:11]=[C:10]2[C:5]([C:6]([CH3:20])([CH3:19])[CH2:7][C:8](C(=O)C)=[C:9]2[C:12]([CH3:15])([CH3:14])[CH3:13])=[CH:4][C:3]=1[O:21][CH2:22][CH2:23][CH3:24].[CH3:25][CH2:26][O:27][C:28]([CH:30](P(OCC)(OCC)=O)[F:31])=[O:29].[CH:40]([N-]C(C)C)(C)[CH3:41].[Li+], predict the reaction product. The product is: [F:31]/[C:30](=[C:40](/[C:2]1[CH:11]=[C:10]2[C:5]([C:6]([CH3:19])([CH3:20])[CH2:7][CH:8]=[C:9]2[C:12]([CH3:13])([CH3:14])[CH3:15])=[CH:4][C:3]=1[O:21][CH2:22][CH2:23][CH3:24])\[CH3:41])/[C:28]([O:27][CH2:26][CH3:25])=[O:29]. (4) Given the reactants C([O:5][C:6](=[O:19])[C:7]([S:10][C:11]1[S:12][CH:13]=[C:14]([CH2:16][CH2:17][NH2:18])[N:15]=1)([CH3:9])[CH3:8])(C)(C)C.[Cl:20][C:21]1[CH:22]=[C:23]([CH:26]=[CH:27][C:28]=1F)[C:24]#[N:25].F[C:31](F)(F)[C:32](O)=O, predict the reaction product. The product is: [Cl:20][C:21]1[CH:22]=[C:23]([C:24]#[N:25])[CH:26]=[CH:27][C:28]=1[N:18]([CH2:27][CH2:28][CH2:21][CH2:22][CH2:23][CH2:31][CH3:32])[CH2:17][CH2:16][C:14]1[N:15]=[C:11]([S:10][C:7]([CH3:8])([CH3:9])[C:6]([OH:5])=[O:19])[S:12][CH:13]=1. (5) Given the reactants FC(F)(F)S([C:6]1[CH2:15][CH2:14][C:13]2[CH:12]=[C:11]([C:16]([O:18][CH3:19])=[O:17])[CH:10]=[CH:9][C:8]=2[CH:7]=1)(=O)=O.C(=O)([O-])[O-].[Na+].[Na+].[Cl-].[Li+].[CH3:30][O:31][C:32]1[CH:37]=[CH:36][C:35](B(O)O)=[CH:34][CH:33]=1, predict the reaction product. The product is: [CH3:30][O:31][C:32]1[CH:37]=[CH:36][C:35]([C:6]2[CH2:15][CH2:14][C:13]3[CH:12]=[C:11]([C:16]([O:18][CH3:19])=[O:17])[CH:10]=[CH:9][C:8]=3[CH:7]=2)=[CH:34][CH:33]=1. (6) Given the reactants [N+:1]([C:4]1[CH:5]=[C:6]([NH:10][C:11]([NH:13][C:14]2[C:19]([CH3:20])=[CH:18][C:17]([CH3:21])=[CH:16][C:15]=2[CH3:22])=[S:12])[CH:7]=[CH:8][CH:9]=1)([O-:3])=[O:2].BrBr, predict the reaction product. The product is: [C:15]1([CH3:22])[CH:16]=[C:17]([CH3:21])[CH:18]=[C:19]([CH3:20])[C:14]=1[NH:13][C:11]1[S:12][C:5]2[C:4]([N+:1]([O-:3])=[O:2])=[CH:9][CH:8]=[CH:7][C:6]=2[N:10]=1.